Dataset: Full USPTO retrosynthesis dataset with 1.9M reactions from patents (1976-2016). Task: Predict the reactants needed to synthesize the given product. (1) Given the product [Cl:38][C:37]1[C:32]([NH:31][C@H:28]2[CH2:27][CH2:26][C@H:25]([N:20]([CH2:19][C:17]#[N:18])[S:21]([CH3:24])(=[O:23])=[O:22])[CH2:30][CH2:29]2)=[N:33][C:34]([NH:16][C:13]2[CH:14]=[CH:15][C:8]3[CH2:7][CH2:6][N:5]([CH2:4][CH2:3][O:2][CH3:1])[CH2:11][CH2:10][C:9]=3[CH:12]=2)=[N:35][CH:36]=1, predict the reactants needed to synthesize it. The reactants are: [CH3:1][O:2][CH2:3][CH2:4][N:5]1[CH2:11][CH2:10][C:9]2[CH:12]=[C:13]([NH2:16])[CH:14]=[CH:15][C:8]=2[CH2:7][CH2:6]1.[C:17]([CH2:19][N:20]([C@H:25]1[CH2:30][CH2:29][C@H:28]([NH:31][C:32]2[C:37]([Cl:38])=[CH:36][N:35]=[C:34](Cl)[N:33]=2)[CH2:27][CH2:26]1)[S:21]([CH3:24])(=[O:23])=[O:22])#[N:18]. (2) The reactants are: Br[C:2]1[C:23](N2CCN(C3CCC3)CC2)=[CH:22][C:5]2[C:6]([CH3:21])([CH3:20])[C:7]3[NH:8][C:9]4[C:14]([C:15]=3[C:16](=[O:17])[C:4]=2[CH:3]=1)=[CH:13][CH:12]=[C:11]([C:18]#[N:19])[CH:10]=4.[CH3:34]B1OB(C)OB(C)O1.[C:43](=[O:46])([O-])[O-].[K+].[K+].[CH:49]1[C:61]2[NH:60][C:59]3[C:54](=CC=C[CH:58]=3)C=2C=C(C#N)C=1.[CH3:64][N:65]([CH3:68])[CH:66]=O. Given the product [CH3:21][C:6]1([CH3:20])[C:7]2[NH:8][C:9]3[C:14](=[CH:13][CH:12]=[C:11]([C:18]#[N:19])[CH:10]=3)[C:15]=2[C:16](=[O:17])[C:4]2[CH:3]=[C:2]([CH3:23])[C:64]([N:65]3[CH2:68][CH2:58][CH:59]([N:60]4[CH2:34][CH2:43][O:46][CH2:49][CH2:61]4)[CH2:54][CH2:66]3)=[CH:22][C:5]1=2, predict the reactants needed to synthesize it. (3) Given the product [F:17][C:16]1[C:11]2[N:10]=[C:9]([O:40][CH:41]3[CH2:46][CH2:45][CH:44]([C:47]([OH:49])=[O:48])[CH2:43][CH2:42]3)[NH:8][C:12]=2[CH:13]=[C:14]([F:39])[C:15]=1[C:18]1[CH:19]=[CH:20][C:21]([C:24]2[CH:29]=[CH:28][C:27]([C:30]([N:32]3[CH2:37][CH2:36][CH:35]([OH:38])[CH2:34][CH2:33]3)=[O:31])=[CH:26][CH:25]=2)=[CH:22][CH:23]=1, predict the reactants needed to synthesize it. The reactants are: C1(C2C=CC=CC=2)C=CC(C[N:8]2[C:12]3[CH:13]=[C:14]([F:39])[C:15]([C:18]4[CH:23]=[CH:22][C:21]([C:24]5[CH:29]=[CH:28][C:27]([C:30]([N:32]6[CH2:37][CH2:36][CH:35]([OH:38])[CH2:34][CH2:33]6)=[O:31])=[CH:26][CH:25]=5)=[CH:20][CH:19]=4)=[C:16]([F:17])[C:11]=3[N:10]=[C:9]2[O:40][CH:41]2[CH2:46][CH2:45][CH:44]([C:47]([O:49]CC)=[O:48])[CH2:43][CH2:42]2)=CC=1.C1CC=CCC=1.O([Si](C)(C)C)[K]. (4) Given the product [CH3:32][O:33][C:34](=[O:35])[C:36]1[CH:41]=[CH:40][C:39]([CH3:42])=[C:38]([NH:27][C:16]([C:7]2[C:8](=[O:15])[NH:9][C:10]3[C:5]([CH:6]=2)=[CH:4][C:3]([O:2][CH3:1])=[C:12]([O:13][CH3:14])[CH:11]=3)=[O:18])[CH:37]=1, predict the reactants needed to synthesize it. The reactants are: [CH3:1][O:2][C:3]1[CH:4]=[C:5]2[C:10](=[CH:11][C:12]=1[O:13][CH3:14])[NH:9][C:8](=[O:15])[C:7]([C:16]([OH:18])=O)=[CH:6]2.C(Cl)(=O)C(Cl)=O.CC[N:27](CC)CC.[CH3:32][O:33][C:34]([C:36]1[CH:41]=[CH:40][C:39]([CH3:42])=[CH:38][C:37]=1N)=[O:35].